This data is from Full USPTO retrosynthesis dataset with 1.9M reactions from patents (1976-2016). The task is: Predict the reactants needed to synthesize the given product. Given the product [OH:8][C:7]1[N:6]=[C:4]([OH:5])[C:3]2[CH2:15][O:10][C:1](=[O:11])[C:2]=2[N:9]=1, predict the reactants needed to synthesize it. The reactants are: [C:1]([OH:11])(=[O:10])[C:2]1[NH:9][C:7](=[O:8])[NH:6][C:4](=[O:5])[CH:3]=1.C=O.Cl.[CH2:15](O)CO.